Predict which catalyst facilitates the given reaction. From a dataset of Catalyst prediction with 721,799 reactions and 888 catalyst types from USPTO. (1) Reactant: [CH:1]([C:4]1[NH:8][N:7]=[C:6]([NH:9][C:10]2[C:11]3[CH2:26][CH2:25][CH2:24][C:12]=3[N:13]=[C:14]([N:16]3[CH2:20][CH2:19][CH2:18][CH:17]3[C:21]([OH:23])=[O:22])[N:15]=2)[CH:5]=1)([CH3:3])[CH3:2].[CH:27]1C=CC2N(O)N=NC=2C=1.O.CN1CCOCC1.CCN=C=NCCCN(C)C.Cl. Product: [CH:1]([C:4]1[NH:8][N:7]=[C:6]([NH:9][C:10]2[C:11]3[CH2:26][CH2:25][CH2:24][C:12]=3[N:13]=[C:14]([N:16]3[CH2:20][CH2:19][CH2:18][CH:17]3[C:21]([O:23][CH3:27])=[O:22])[N:15]=2)[CH:5]=1)([CH3:3])[CH3:2]. The catalyst class is: 5. (2) Reactant: Br[C:2]1[C:7]2[CH2:8][CH:9](/[CH:11]=[CH:12]/[C:13]([O:15][CH2:16][CH3:17])=[O:14])[O:10][C:6]=2[C:5]([Cl:18])=[CH:4][CH:3]=1.[F:19][CH:20]1[CH2:23][N:22]([C:24]([C:26]2[CH:31]=[CH:30][C:29](B3OC(C)(C)C(C)(C)O3)=[CH:28][CH:27]=2)=[O:25])[CH2:21]1.C(=O)([O-])[O-].[K+].[K+]. Product: [Cl:18][C:5]1[C:6]2[O:10][CH:9](/[CH:11]=[CH:12]/[C:13]([O:15][CH2:16][CH3:17])=[O:14])[CH2:8][C:7]=2[C:2]([C:29]2[CH:30]=[CH:31][C:26]([C:24]([N:22]3[CH2:21][CH:20]([F:19])[CH2:23]3)=[O:25])=[CH:27][CH:28]=2)=[CH:3][CH:4]=1. The catalyst class is: 117. (3) Reactant: Br[C:2]1[CH:3]=[CH:4][C:5]([O:18][CH3:19])=[C:6]([S:8]([NH:11][C:12]2[CH:13]=[N:14][CH:15]=[CH:16][CH:17]=2)(=[O:10])=[O:9])[CH:7]=1.[CH3:20][N:21](C=O)C. Product: [C:20]([C:2]1[CH:3]=[CH:4][C:5]([O:18][CH3:19])=[C:6]([S:8]([NH:11][C:12]2[CH:13]=[N:14][CH:15]=[CH:16][CH:17]=2)(=[O:10])=[O:9])[CH:7]=1)#[N:21]. The catalyst class is: 380. (4) Reactant: [CH2:1]([C:4]1[C:11]([O:12][CH3:13])=[CH:10][CH:9]=[CH:8][C:5]=1CO)[CH:2]=[CH2:3].[Si:14](Cl)([C:17]([CH3:20])([CH3:19])[CH3:18])([CH3:16])[CH3:15].N1C=CN=C1.[OH2:27]. Product: [CH2:1]([C:4]1[CH:5]=[CH:8][CH:9]=[C:10]([O:27][Si:14]([C:17]([CH3:20])([CH3:19])[CH3:18])([CH3:16])[CH3:15])[C:11]=1[O:12][CH3:13])[CH:2]=[CH2:3]. The catalyst class is: 9. (5) Reactant: [Cl:1][C:2]1[N:7]=[C:6]([NH2:8])[C:5]2[C:9]([O:31][CH3:32])=[N:10][N:11]([C:12]([C:25]3[CH:30]=[CH:29][CH:28]=[CH:27][CH:26]=3)([C:19]3[CH:24]=[CH:23][CH:22]=[CH:21][CH:20]=3)[C:13]3[CH:18]=[CH:17][CH:16]=[CH:15][CH:14]=3)[C:4]=2[CH:3]=1.CCN(C(C)C)C(C)C.[C:42](Cl)(=[O:44])[CH3:43].[NH4+].[Cl-]. Product: [Cl:1][C:2]1[N:7]=[C:6]([NH:8][C:42](=[O:44])[CH3:43])[C:5]2[C:9]([O:31][CH3:32])=[N:10][N:11]([C:12]([C:19]3[CH:24]=[CH:23][CH:22]=[CH:21][CH:20]=3)([C:13]3[CH:14]=[CH:15][CH:16]=[CH:17][CH:18]=3)[C:25]3[CH:26]=[CH:27][CH:28]=[CH:29][CH:30]=3)[C:4]=2[CH:3]=1. The catalyst class is: 49. (6) The catalyst class is: 8. Reactant: [CH2:1]([C:3]1[CH:27]=[CH:26][C:6]([O:7][C:8]2[C:17]([CH3:18])=[C:16]3[C:11]([CH:12]=[C:13]([C:23]([OH:25])=[O:24])[CH:14]([C:19]([F:22])([F:21])[F:20])[O:15]3)=[CH:10][CH:9]=2)=[CH:5][CH:4]=1)[CH3:2].[OH-].[Na+:29]. Product: [CH2:1]([C:3]1[CH:4]=[CH:5][C:6]([O:7][C:8]2[C:17]([CH3:18])=[C:16]3[C:11]([CH:12]=[C:13]([C:23]([O-:25])=[O:24])[CH:14]([C:19]([F:20])([F:22])[F:21])[O:15]3)=[CH:10][CH:9]=2)=[CH:26][CH:27]=1)[CH3:2].[Na+:29]. (7) Reactant: [NH2:1][CH2:2][CH2:3][CH2:4][CH2:5][N:6]1[C:18]2[C:17]3[CH:16]=[CH:15][CH:14]=[CH:13][C:12]=3[N:11]=[C:10]([NH2:19])[C:9]=2[N:8]=[CH:7]1.Cl[C:21]([O:23][CH2:24][CH:25]1[C:37]2[CH:36]=[CH:35][CH:34]=[CH:33][C:32]=2[C:31]2[C:26]1=[CH:27][CH:28]=[CH:29][CH:30]=2)=[O:22]. Product: [NH2:19][C:10]1[C:9]2[N:8]=[CH:7][N:6]([CH2:5][CH2:4][CH2:3][CH2:2][NH:1][C:21](=[O:22])[O:23][CH2:24][CH:25]3[C:37]4[CH:36]=[CH:35][CH:34]=[CH:33][C:32]=4[C:31]4[C:26]3=[CH:27][CH:28]=[CH:29][CH:30]=4)[C:18]=2[C:17]2[CH:16]=[CH:15][CH:14]=[CH:13][C:12]=2[N:11]=1. The catalyst class is: 4. (8) Reactant: [CH:1]1([N:4]([CH2:39][C:40]2[CH:45]=[C:44]([CH2:46][CH2:47][CH2:48][O:49][CH3:50])[CH:43]=[C:42]([OH:51])[CH:41]=2)[C:5]([C@@H:7]2[C@@H:12]([C:13]3[CH:18]=[CH:17][C:16]([O:19][CH2:20][CH2:21][O:22][C:23]4[C:28]([Cl:29])=[CH:27][C:26]([CH3:30])=[CH:25][C:24]=4[Cl:31])=[CH:15][CH:14]=3)[CH2:11][CH2:10][N:9]([C:32]([O:34][C:35]([CH3:38])([CH3:37])[CH3:36])=[O:33])[CH2:8]2)=[O:6])[CH2:3][CH2:2]1.C(=O)([O-])[O-].[K+].[K+].Cl.Cl[CH2:60][CH2:61][N:62]([CH3:64])[CH3:63]. Product: [CH:1]1([N:4]([CH2:39][C:40]2[CH:45]=[C:44]([CH2:46][CH2:47][CH2:48][O:49][CH3:50])[CH:43]=[C:42]([O:51][CH2:60][CH2:61][N:62]([CH3:64])[CH3:63])[CH:41]=2)[C:5]([C@@H:7]2[C@@H:12]([C:13]3[CH:14]=[CH:15][C:16]([O:19][CH2:20][CH2:21][O:22][C:23]4[C:28]([Cl:29])=[CH:27][C:26]([CH3:30])=[CH:25][C:24]=4[Cl:31])=[CH:17][CH:18]=3)[CH2:11][CH2:10][N:9]([C:32]([O:34][C:35]([CH3:38])([CH3:37])[CH3:36])=[O:33])[CH2:8]2)=[O:6])[CH2:3][CH2:2]1. The catalyst class is: 215.